From a dataset of Forward reaction prediction with 1.9M reactions from USPTO patents (1976-2016). Predict the product of the given reaction. (1) Given the reactants [C:1]([N:9]1[CH2:13][C@H:12]([O:14][CH2:15][C:16]2[CH:21]=[CH:20][CH:19]=[CH:18][CH:17]=2)[CH2:11][C@H:10]1[C:22]1[N:23]([CH3:42])[C:24](=[O:41])[C:25]([O:32]C(=O)C2C=CC=CC=2)=[C:26]([C:28]([O:30]C)=O)[N:27]=1)(=[O:8])[C:2]1[CH:7]=[CH:6][CH:5]=[CH:4][CH:3]=1.[F:43][C:44]1[CH:51]=[CH:50][C:47]([CH2:48][NH2:49])=[CH:46][CH:45]=1, predict the reaction product. The product is: [C:1]([N:9]1[CH2:13][C@H:12]([O:14][CH2:15][C:16]2[CH:21]=[CH:20][CH:19]=[CH:18][CH:17]=2)[CH2:11][C@H:10]1[C:22]1[N:23]([CH3:42])[C:24](=[O:41])[C:25]([OH:32])=[C:26]([C:28]([NH:49][CH2:48][C:47]2[CH:50]=[CH:51][C:44]([F:43])=[CH:45][CH:46]=2)=[O:30])[N:27]=1)(=[O:8])[C:2]1[CH:7]=[CH:6][CH:5]=[CH:4][CH:3]=1. (2) Given the reactants [C:1]([O:5][C:6]([NH:8][CH2:9][C:10]([OH:12])=O)=[O:7])([CH3:4])([CH3:3])[CH3:2].F[P-](F)(F)(F)(F)F.N1(OC(N(C)C)=[N+](C)C)C2N=CC=CC=2N=N1.C(N(C(C)C)CC)(C)C.[NH:46]1[CH2:51][CH2:50][CH2:49][C@@H:48]([NH:52][C:53]2[CH:58]=[N:57][CH:56]=[C:55]([C:59]3[CH:60]=[N:61][N:62]4[CH:67]=[CH:66][CH:65]=[CH:64][C:63]=34)[N:54]=2)[CH2:47]1, predict the reaction product. The product is: [O:12]=[C:10]([N:46]1[CH2:51][CH2:50][CH2:49][C@@H:48]([NH:52][C:53]2[CH:58]=[N:57][CH:56]=[C:55]([C:59]3[CH:60]=[N:61][N:62]4[CH:67]=[CH:66][CH:65]=[CH:64][C:63]=34)[N:54]=2)[CH2:47]1)[CH2:9][NH:8][C:6](=[O:7])[O:5][C:1]([CH3:2])([CH3:3])[CH3:4].